From a dataset of Reaction yield outcomes from USPTO patents with 853,638 reactions. Predict the reaction yield, written as a fraction of the theoretical maximum amount of product (1.0 means a 100% yield; for example, 0.34 means a 34% yield). (1) The reactants are [Br:1][C:2]1[CH:3]=[C:4]([N:13]([CH:19]2[CH2:24][CH2:23][O:22][CH2:21][CH2:20]2)[CH2:14][C:15]([F:18])([F:17])[F:16])[C:5]([CH3:12])=[C:6]([CH:11]=1)[C:7](OC)=[O:8].CN(C(ON1N=NC2C=CC=NC1=2)=[N+](C)C)C.F[P-](F)(F)(F)(F)F.CCN(C(C)C)C(C)C.[NH2:58][CH2:59][C:60]1[C:61](=[O:68])[NH:62][C:63]([CH3:67])=[CH:64][C:65]=1[CH3:66]. The catalyst is CN(C=O)C. The product is [Br:1][C:2]1[CH:3]=[C:4]([N:13]([CH:19]2[CH2:20][CH2:21][O:22][CH2:23][CH2:24]2)[CH2:14][C:15]([F:16])([F:17])[F:18])[C:5]([CH3:12])=[C:6]([CH:11]=1)[C:7]([NH:58][CH2:59][C:60]1[C:61](=[O:68])[NH:62][C:63]([CH3:67])=[CH:64][C:65]=1[CH3:66])=[O:8]. The yield is 0.740. (2) The reactants are N[C:2]1[C:3]([Cl:8])=[N:4][CH:5]=[CH:6][CH:7]=1.N([O-])=O.[Na+].[S:13](=[O:15])=[O:14].[ClH:16]. No catalyst specified. The product is [Cl:8][C:3]1[C:2]([S:13]([Cl:16])(=[O:15])=[O:14])=[CH:7][CH:6]=[CH:5][N:4]=1. The yield is 0.420.